This data is from Reaction yield outcomes from USPTO patents with 853,638 reactions. The task is: Predict the reaction yield, written as a fraction of the theoretical maximum amount of product (1.0 means a 100% yield; for example, 0.34 means a 34% yield). The reactants are [N:1]1([C:7]([O:9][CH:10](Cl)[CH3:11])=[O:8])[CH2:6][CH2:5][O:4][CH2:3][CH2:2]1.[Cl:13][C:14]1[C:15]([F:54])=[C:16]([C@@H:20]2[C@:24]([C:27]3[CH:32]=[CH:31][C:30]([Cl:33])=[CH:29][C:28]=3[F:34])([C:25]#[N:26])[C@H:23]([CH2:35][C:36]([CH3:39])([CH3:38])[CH3:37])[NH:22][C@H:21]2[C:40]([NH:42][C:43]2[CH:51]=[CH:50][C:46]([C:47]([OH:49])=[O:48])=[CH:45][C:44]=2[O:52][CH3:53])=[O:41])[CH:17]=[CH:18][CH:19]=1.C(=O)([O-])[O-].[Cs+].[Cs+]. The catalyst is CN(C)C=O. The product is [N:1]1([C:7]([O:9][CH:10]([O:49][C:47](=[O:48])[C:46]2[CH:50]=[CH:51][C:43]([NH:42][C:40]([C@H:21]3[C@H:20]([C:16]4[CH:17]=[CH:18][CH:19]=[C:14]([Cl:13])[C:15]=4[F:54])[C@:24]([C:27]4[CH:32]=[CH:31][C:30]([Cl:33])=[CH:29][C:28]=4[F:34])([C:25]#[N:26])[C@H:23]([CH2:35][C:36]([CH3:38])([CH3:39])[CH3:37])[NH:22]3)=[O:41])=[C:44]([O:52][CH3:53])[CH:45]=2)[CH3:11])=[O:8])[CH2:6][CH2:5][O:4][CH2:3][CH2:2]1. The yield is 0.740.